From a dataset of Human liver microsome stability data. Regression/Classification. Given a drug SMILES string, predict its absorption, distribution, metabolism, or excretion properties. Task type varies by dataset: regression for continuous measurements (e.g., permeability, clearance, half-life) or binary classification for categorical outcomes (e.g., BBB penetration, CYP inhibition). Dataset: hlm. (1) The molecule is CN1CCc2nc(C(=O)NC3CN(C(=O)CO)CCC3NC(=O)c3cc4cc(Cl)ccc4[nH]3)sc2C1. The result is 1 (stable in human liver microsomes). (2) The compound is Cc1cnc(NC(=O)CCCOc2cncc(Cl)c2)s1. The result is 1 (stable in human liver microsomes).